This data is from Full USPTO retrosynthesis dataset with 1.9M reactions from patents (1976-2016). The task is: Predict the reactants needed to synthesize the given product. Given the product [NH2:35][CH2:34][CH2:33][CH2:32][N:22]([CH:18]([C:9]1[N:8]([CH2:1][C:2]2[CH:3]=[CH:4][CH:5]=[CH:6][CH:7]=2)[C:12]2[CH:13]=[CH:14][C:15]([CH3:17])=[CH:16][C:11]=2[N:10]=1)[CH:19]([CH3:21])[CH3:20])[C:23](=[O:31])[C:24]1[CH:25]=[CH:26][C:27]([CH3:30])=[CH:28][CH:29]=1, predict the reactants needed to synthesize it. The reactants are: [CH2:1]([N:8]1[C:12]2[CH:13]=[CH:14][C:15]([CH3:17])=[CH:16][C:11]=2[N:10]=[C:9]1[CH:18]([N:22]([CH2:32][CH2:33][CH2:34][N:35]1C(=O)C2C(=CC=CC=2)C1=O)[C:23](=[O:31])[C:24]1[CH:29]=[CH:28][C:27]([CH3:30])=[CH:26][CH:25]=1)[CH:19]([CH3:21])[CH3:20])[C:2]1[CH:7]=[CH:6][CH:5]=[CH:4][CH:3]=1.NN.